This data is from Full USPTO retrosynthesis dataset with 1.9M reactions from patents (1976-2016). The task is: Predict the reactants needed to synthesize the given product. Given the product [F:31][C:26]1[CH:25]=[C:24]([C:17]2[C:18]3[CH2:23][O:22][CH2:21][CH2:20][C:19]=3[N:15]([C:13]([NH:12][C@@H:7]([C:8]([CH3:10])([CH3:9])[CH3:11])[C:6]([N:5]3[CH2:4][CH2:43][N:38]([S:35](=[O:37])(=[O:36])[N:34]([CH3:44])[CH3:33])[CH2:39][CH2:40]3)=[O:32])=[O:14])[N:16]=2)[CH:29]=[CH:28][C:27]=1[F:30], predict the reactants needed to synthesize it. The reactants are: C(C[CH2:4][NH:5][C:6](=[O:32])[C@@H:7]([NH:12][C:13]([N:15]1[C:19]2[CH2:20][CH2:21][O:22][CH2:23][C:18]=2[C:17]([C:24]2[CH:29]=[CH:28][C:27]([F:30])=[C:26]([F:31])[CH:25]=2)=[N:16]1)=[O:14])[C:8]([CH3:11])([CH3:10])[CH3:9])#N.[CH3:33][N:34]([CH3:44])[S:35]([N:38]1[CH2:43]CN[CH2:40][CH2:39]1)(=[O:37])=[O:36].